From a dataset of Full USPTO retrosynthesis dataset with 1.9M reactions from patents (1976-2016). Predict the reactants needed to synthesize the given product. (1) Given the product [NH2:16][C:12]1[CH:11]=[C:10](/[CH:9]=[CH:8]/[C:6]2[CH:5]=[N:4][CH:3]=[C:2]([Cl:1])[CH:7]=2)[CH:15]=[CH:14][CH:13]=1, predict the reactants needed to synthesize it. The reactants are: [Cl:1][C:2]1[CH:3]=[N:4][CH:5]=[C:6](/[CH:8]=[CH:9]/[C:10]2[CH:15]=[CH:14][CH:13]=[C:12]([N+:16]([O-])=O)[CH:11]=2)[CH:7]=1.Cl.C(=O)(O)[O-].[Na+]. (2) Given the product [C:1]([O:5][C:6]([N:8]([CH2:24][CH2:25][C:26]1[CH:31]=[CH:30][CH:29]=[CH:28][C:27]=1[O:32][CH2:34][C:35]1[CH:36]=[CH:37][C:38]([CH2:41][CH2:42][C:43]2[CH:44]=[CH:45][C:46]([F:49])=[CH:47][CH:48]=2)=[CH:39][CH:40]=1)[CH:9]1[CH2:18][CH2:17][CH2:16][C:15]2[N:14]=[C:13]([C:19]([O:21][CH2:22][CH3:23])=[O:20])[CH:12]=[CH:11][C:10]1=2)=[O:7])([CH3:2])([CH3:3])[CH3:4], predict the reactants needed to synthesize it. The reactants are: [C:1]([O:5][C:6]([N:8]([CH2:24][CH2:25][C:26]1[CH:31]=[CH:30][CH:29]=[CH:28][C:27]=1[OH:32])[CH:9]1[CH2:18][CH2:17][CH2:16][C:15]2[N:14]=[C:13]([C:19]([O:21][CH2:22][CH3:23])=[O:20])[CH:12]=[CH:11][C:10]1=2)=[O:7])([CH3:4])([CH3:3])[CH3:2].Cl[CH2:34][C:35]1[CH:40]=[CH:39][C:38]([CH2:41][CH2:42][C:43]2[CH:48]=[CH:47][C:46]([F:49])=[CH:45][CH:44]=2)=[CH:37][CH:36]=1.C(=O)([O-])[O-].[K+].[K+]. (3) Given the product [CH3:1][C:2]1[S:6][C:5]2[CH:7]=[C:8]([O:11][S:24]([C:23]([F:36])([F:35])[F:22])(=[O:26])=[O:25])[CH:9]=[CH:10][C:4]=2[C:3]=1[C:12]1[CH:13]=[CH:14][C:15]([C:18]([F:21])([F:19])[F:20])=[CH:16][CH:17]=1, predict the reactants needed to synthesize it. The reactants are: [CH3:1][C:2]1[S:6][C:5]2[CH:7]=[C:8]([OH:11])[CH:9]=[CH:10][C:4]=2[C:3]=1[C:12]1[CH:17]=[CH:16][C:15]([C:18]([F:21])([F:20])[F:19])=[CH:14][CH:13]=1.[F:22][C:23]([F:36])([F:35])[S:24](O[S:24]([C:23]([F:36])([F:35])[F:22])(=[O:26])=[O:25])(=[O:26])=[O:25].